Dataset: Forward reaction prediction with 1.9M reactions from USPTO patents (1976-2016). Task: Predict the product of the given reaction. (1) Given the reactants Br[C:2]1[C:6]([CH3:8])([CH3:7])[O:5]/[C:4](=[C:9]2/[C:10](=[O:19])[NH:11][C:12]3[C:17]/2=[CH:16][CH:15]=[C:14]([F:18])[CH:13]=3)/[CH:3]=1.[NH:20]1[CH2:25][CH2:24][O:23][CH2:22][CH2:21]1.C1CCN2C(=NCCC2)CC1.C1C[O:40][CH2:39]C1, predict the reaction product. The product is: [CH3:7][C:6]1([CH3:8])[O:5]/[C:4](=[C:9]2/[C:10](=[O:19])[NH:11][C:12]3[C:17]/2=[CH:16][CH:15]=[C:14]([F:18])[CH:13]=3)/[CH:3]=[C:2]1[C:39]([N:20]1[CH2:25][CH2:24][O:23][CH2:22][CH2:21]1)=[O:40]. (2) Given the reactants [CH3:1][O:2][C:3]1[C:8]([N+:9]([O-])=O)=[C:7]([O:12][CH3:13])[N:6]=[C:5]([NH:14][CH2:15][C:16]2[N:17]([CH2:21][O:22][CH2:23][CH2:24][Si:25]([CH3:28])([CH3:27])[CH3:26])[CH:18]=[CH:19][N:20]=2)[N:4]=1.C(OCCOC1N=C(OC)C(N)=C(OC)N=1)(C)(C)C, predict the reaction product. The product is: [CH3:1][O:2][C:3]1[C:8]([NH2:9])=[C:7]([O:12][CH3:13])[N:6]=[C:5]([NH:14][CH2:15][C:16]2[N:17]([CH2:21][O:22][CH2:23][CH2:24][Si:25]([CH3:27])([CH3:26])[CH3:28])[CH:18]=[CH:19][N:20]=2)[N:4]=1.